From a dataset of Forward reaction prediction with 1.9M reactions from USPTO patents (1976-2016). Predict the product of the given reaction. (1) Given the reactants [Br:1][C:2]1[CH:10]=[CH:9][C:8]([C:11]([F:14])([F:13])[F:12])=[CH:7][C:3]=1[C:4]([OH:6])=O.CN(C(ON1N=NC2C=CC=NC1=2)=[N+](C)C)C.F[P-](F)(F)(F)(F)F.C(N(CC)C(C)C)(C)C.[NH:48]1[CH2:53][CH2:52][O:51][CH2:50][CH2:49]1, predict the reaction product. The product is: [Br:1][C:2]1[CH:10]=[CH:9][C:8]([C:11]([F:14])([F:13])[F:12])=[CH:7][C:3]=1[C:4]([N:48]1[CH2:53][CH2:52][O:51][CH2:50][CH2:49]1)=[O:6]. (2) Given the reactants Br[C:2]1[CH:7]=[CH:6][C:5]([O:8][CH3:9])=[CH:4][C:3]=1[F:10].C([Mg]Cl)(C)C.[CH2:16]([N:23]1[CH2:28][CH2:27][C:26](=[O:29])[CH2:25][CH2:24]1)[C:17]1[CH:22]=[CH:21][CH:20]=[CH:19][CH:18]=1, predict the reaction product. The product is: [CH2:16]([N:23]1[CH2:28][CH2:27][C:26]([C:2]2[CH:7]=[CH:6][C:5]([O:8][CH3:9])=[CH:4][C:3]=2[F:10])([OH:29])[CH2:25][CH2:24]1)[C:17]1[CH:18]=[CH:19][CH:20]=[CH:21][CH:22]=1.